Predict the reaction yield, written as a fraction of the theoretical maximum amount of product (1.0 means a 100% yield; for example, 0.34 means a 34% yield). From a dataset of Reaction yield outcomes from USPTO patents with 853,638 reactions. (1) The reactants are N[C:2]1[CH:3]=[CH:4][C:5]([OH:11])=[C:6]([C:8](=[O:10])[CH3:9])[CH:7]=1.N([O-])=O.[Na+].[I-:16].[K+].C(=O)([O-])O.[Na+]. The catalyst is S(=O)(=O)(O)O.O.[Cu]. The product is [I:16][C:2]1[CH:3]=[CH:4][C:5]([OH:11])=[C:6]([C:8](=[O:10])[CH3:9])[CH:7]=1. The yield is 0.390. (2) The reactants are [Br:1][C:2]1[C:3]([O:23]C)=[C:4]([C:19]([O:21]C)=[O:20])[C:5]2[N:6]=[C:7]([C:13]3[CH:18]=[CH:17][CH:16]=[CH:15][CH:14]=3)[C:8](=[O:12])[NH:9][C:10]=2[CH:11]=1.B(Br)(Br)Br.O. The catalyst is ClCCl. The product is [Br:1][C:2]1[C:3]([OH:23])=[C:4]([C:19]([OH:21])=[O:20])[C:5]2[N:6]=[C:7]([C:13]3[CH:18]=[CH:17][CH:16]=[CH:15][CH:14]=3)[C:8](=[O:12])[NH:9][C:10]=2[CH:11]=1. The yield is 0.684. (3) The reactants are [CH3:1][CH:2]1[C:10]2[C:5](=[CH:6][CH:7]=[CH:8][CH:9]=2)[N:4]([CH2:11][CH2:12][CH2:13][N:14]2[CH2:44][CH2:43][C:17]3([N:21]([C:22]4[CH:27]=[CH:26][CH:25]=[CH:24][CH:23]=4)[CH2:20][N:19]([CH2:28][C:29]4[CH:30]=[C:31]([CH:39]=[CH:40][CH:41]=4)[C:32]([O:34]C(C)(C)C)=[O:33])[C:18]3=[O:42])[CH2:16][CH2:15]2)[C:3]1=[O:45]. The catalyst is Cl.O1CCOCC1. The product is [CH3:1][CH:2]1[C:10]2[C:5](=[CH:6][CH:7]=[CH:8][CH:9]=2)[N:4]([CH2:11][CH2:12][CH2:13][N:14]2[CH2:44][CH2:43][C:17]3([N:21]([C:22]4[CH:27]=[CH:26][CH:25]=[CH:24][CH:23]=4)[CH2:20][N:19]([CH2:28][C:29]4[CH:30]=[C:31]([CH:39]=[CH:40][CH:41]=4)[C:32]([OH:34])=[O:33])[C:18]3=[O:42])[CH2:16][CH2:15]2)[C:3]1=[O:45]. The yield is 0.140.